Binary Classification. Given a drug SMILES string, predict its activity (active/inactive) in a high-throughput screening assay against a specified biological target. From a dataset of Cav3 T-type calcium channel HTS with 100,875 compounds. (1) The compound is O(C(=O)C1CCCN(C1)C(=O)c1c(NC(=O)C)cccc1)CC. The result is 0 (inactive). (2) The compound is Clc1c(c2oc(C(=O)Nc3c(cccc3C)C)cc2)ccc(Cl)c1. The result is 1 (active). (3) The compound is O1C(CCC1)C(=O)Nc1cc(c2oc3c(n2)cc(cc3)C)ccc1. The result is 0 (inactive). (4) The compound is Clc1ccc(C2=NOC(C2)C(=O)NCc2cc3OCOc3cc2)cc1. The result is 1 (active).